This data is from Full USPTO retrosynthesis dataset with 1.9M reactions from patents (1976-2016). The task is: Predict the reactants needed to synthesize the given product. (1) The reactants are: FC(F)(F)C1C=CC(CBr)=CC=1.Br[CH2:14][C:15]1[CH:23]=[CH:22][C:18]2=[N:19][O:20][N:21]=[C:17]2[CH:16]=1.[CH3:24][C:25]1[N:26]=[C:27]([N:35]2[CH2:39][CH2:38][NH:37][C:36]2=[O:40])[S:28][C:29]=1[C:30]([O:32][CH2:33][CH3:34])=[O:31]. Given the product [N:19]1[O:20][N:21]=[C:17]2[CH:16]=[C:15]([CH2:14][N:37]3[CH2:38][CH2:39][N:35]([C:27]4[S:28][C:29]([C:30]([O:32][CH2:33][CH3:34])=[O:31])=[C:25]([CH3:24])[N:26]=4)[C:36]3=[O:40])[CH:23]=[CH:22][C:18]=12, predict the reactants needed to synthesize it. (2) The reactants are: [C:1]([C:5]1[CH:13]=[C:12]2[C:8]([CH2:9][CH:10]([CH2:15][CH:16]([CH3:18])[CH3:17])[C:11]2=O)=[C:7]([C:19]2[CH:24]=[CH:23][CH:22]=[CH:21][CH:20]=2)[C:6]=1[O:25][CH3:26])([CH3:4])([CH3:3])[CH3:2].CO.[BH4-].[Na+].Cl. Given the product [C:1]([C:5]1[CH:13]=[C:12]2[C:8](=[C:7]([C:19]3[CH:24]=[CH:23][CH:22]=[CH:21][CH:20]=3)[C:6]=1[O:25][CH3:26])[CH2:9][C:10]([CH2:15][CH:16]([CH3:18])[CH3:17])=[CH:11]2)([CH3:4])([CH3:3])[CH3:2], predict the reactants needed to synthesize it. (3) Given the product [CH:10]12[CH2:11][CH2:12][CH:13]([CH2:20][CH2:21]1)[C@H:14]([C:15]([O:17][CH2:18][CH3:19])=[O:16])[NH:9]2, predict the reactants needed to synthesize it. The reactants are: C1([C@@H]([N:9]2[C@@H:14]([C:15]([O:17][CH2:18][CH3:19])=[O:16])[C@H:13]3[CH2:20][CH2:21][C@@H:10]2[CH:11]=[CH:12]3)C)C=CC=CC=1. (4) Given the product [Br:12][C:9]1[CH:10]=[C:11]2[C:6](=[CH:7][CH:8]=1)[O:5][CH2:4][C@H:3]([OH:13])[C@H:2]2[NH:1][C:24](=[O:25])[C:23]1[CH:27]=[CH:28][C:20]([F:19])=[CH:21][CH:22]=1, predict the reactants needed to synthesize it. The reactants are: [NH2:1][C@H:2]1[C:11]2[C:6](=[CH:7][CH:8]=[C:9]([Br:12])[CH:10]=2)[O:5][CH2:4][C@@H:3]1[OH:13].C(=O)(O)[O-].[Na+].[F:19][C:20]1[CH:28]=[CH:27][C:23]([C:24](Cl)=[O:25])=[CH:22][CH:21]=1.C(OC)(C)(C)C.